Dataset: Forward reaction prediction with 1.9M reactions from USPTO patents (1976-2016). Task: Predict the product of the given reaction. (1) Given the reactants [Cl:1][C:2]1([C:5]2([CH2:8][CH2:9][CH:10]=[CH2:11])[CH2:7][O:6]2)[CH2:4][CH2:3]1.[OH-].[Na+].[CH:14]([Cl:17])(Cl)[Cl:15], predict the reaction product. The product is: [Cl:1][C:2]1([C:5]2([CH2:8][CH2:9][CH:10]3[CH2:11][C:14]3([Cl:17])[Cl:15])[CH2:7][O:6]2)[CH2:4][CH2:3]1. (2) Given the reactants [NH2:1][C@@H:2]1[CH2:11][C:10]2[CH:9]=[C:8]([O:12][C:13]3[CH:14]=[CH:15][C:16]([N:23]4[CH2:27][CH2:26][CH2:25][CH2:24]4)=[C:17]([CH:22]=3)[C:18]([O:20][CH3:21])=[O:19])[CH:7]=[CH:6][C:5]=2[CH2:4][CH2:3]1.[Cl:28][C:29]1[CH:30]=[C:31]([C@@H:35]2[CH2:37][O:36]2)[CH:32]=[CH:33][CH:34]=1, predict the reaction product. The product is: [Cl:28][C:29]1[CH:30]=[C:31]([C@@H:35]([OH:36])[CH2:37][NH:1][C@@H:2]2[CH2:11][C:10]3[CH:9]=[C:8]([O:12][C:13]4[CH:14]=[CH:15][C:16]([N:23]5[CH2:24][CH2:25][CH2:26][CH2:27]5)=[C:17]([CH:22]=4)[C:18]([O:20][CH3:21])=[O:19])[CH:7]=[CH:6][C:5]=3[CH2:4][CH2:3]2)[CH:32]=[CH:33][CH:34]=1. (3) Given the reactants [CH2:1]([O:3][C:4](=[O:13])[CH2:5]C1C=CN=C(Cl)C=1)[CH3:2].[Cl:14][C:15]1[CH:20]=[C:19](C)[CH:18]=[CH:17][N:16]=1, predict the reaction product. The product is: [CH2:1]([O:3][C:4](=[O:13])[CH2:5][C:17]1[CH:18]=[CH:19][CH:20]=[C:15]([Cl:14])[N:16]=1)[CH3:2]. (4) Given the reactants [F:1][C:2]1[C:3]2[N:4]([C:14]([SH:17])=[N:15][N:16]=2)[CH:5]=[C:6]([C:8]2[CH:9]=[N:10][N:11]([CH3:13])[CH:12]=2)[CH:7]=1.Br[C:19]1[CH:28]=[CH:27][C:26]2[N:25]=[CH:24][C:23]3[N:29]4[CH2:35][CH2:34][CH2:33][C@H:30]4[CH2:31][O:32][C:22]=3[C:21]=2[CH:20]=1.C1(P(C2C=CC=CC=2)C2C3OC4C(=CC=CC=4P(C4C=CC=CC=4)C4C=CC=CC=4)C(C)(C)C=3C=CC=2)C=CC=CC=1.CC(C)([O-])C.[Na+], predict the reaction product. The product is: [F:1][C:2]1[C:3]2[N:4]([C:14]([S:17][C:19]3[CH:28]=[CH:27][C:26]4[N:25]=[CH:24][C:23]5[N:29]6[CH2:35][CH2:34][CH2:33][C@H:30]6[CH2:31][O:32][C:22]=5[C:21]=4[CH:20]=3)=[N:15][N:16]=2)[CH:5]=[C:6]([C:8]2[CH:9]=[N:10][N:11]([CH3:13])[CH:12]=2)[CH:7]=1. (5) Given the reactants [Cl:1][C:2]1[CH:7]=[CH:6][C:5]([C:8](=[O:10])[CH3:9])=[CH:4][N:3]=1.[Br:11]Br.C(OCC)C, predict the reaction product. The product is: [Br:11][CH2:9][C:8]([C:5]1[CH:4]=[N:3][C:2]([Cl:1])=[CH:7][CH:6]=1)=[O:10].[BrH:11]. (6) The product is: [Cl:1][C:2]1[C:3]([NH:28][C:29](=[O:37])[CH2:30][CH2:31][CH:32]2[CH2:36][CH2:35][CH2:34][CH2:33]2)=[C:4]2[C:9](=[CH:10][CH:11]=1)[N:8]=[C:7]([N:12]1[CH2:16][CH2:15][C@H:14]([NH:17][CH2:18][CH2:19][OH:20])[CH2:13]1)[CH:6]=[CH:5]2. Given the reactants [Cl:1][C:2]1[C:3]([NH:28][C:29](=[O:37])[CH2:30][CH2:31][CH:32]2[CH2:36][CH2:35][CH2:34][CH2:33]2)=[C:4]2[C:9](=[CH:10][CH:11]=1)[N:8]=[C:7]([N:12]1[CH2:16][CH2:15][C@H:14]([NH:17][CH2:18][CH2:19][O:20][Si](C(C)(C)C)(C)C)[CH2:13]1)[CH:6]=[CH:5]2.Cl, predict the reaction product. (7) Given the reactants [Br:1][C:2]1[CH:3]=[C:4]2[C:9](=[CH:10][CH:11]=1)[C:8](Cl)=[N:7][CH:6]=[CH:5]2.[C:13]1([OH:19])[CH:18]=[CH:17][CH:16]=[CH:15][CH:14]=1.[OH-].[K+].[OH-].[Na+], predict the reaction product. The product is: [Br:1][C:2]1[CH:3]=[C:4]2[C:9](=[CH:10][CH:11]=1)[C:8]([O:19][C:13]1[CH:18]=[CH:17][CH:16]=[CH:15][CH:14]=1)=[N:7][CH:6]=[CH:5]2.